From a dataset of Forward reaction prediction with 1.9M reactions from USPTO patents (1976-2016). Predict the product of the given reaction. (1) Given the reactants [Cl:1][C:2]1[C:3]([CH2:9][CH3:10])=[C:4]([OH:8])[CH:5]=[CH:6][CH:7]=1.[F:11][C:12]([F:31])([F:30])[S:13](N(C1C=CC=CC=1)[S:13]([C:12]([F:31])([F:30])[F:11])(=[O:15])=[O:14])(=[O:15])=[O:14].O, predict the reaction product. The product is: [F:11][C:12]([F:31])([F:30])[S:13]([O:8][C:4]1[CH:5]=[CH:6][CH:7]=[C:2]([Cl:1])[C:3]=1[CH2:9][CH3:10])(=[O:15])=[O:14]. (2) The product is: [CH3:35][O:34][C:23]1[CH:22]=[C:21]([C:19]([N:10]2[C:11]3[CH:18]=[CH:17][CH:16]=[CH:15][C:12]=3[CH2:13][N:14]3[C:5]([C:3]([NH:44][CH2:43][C:42]4[CH:45]=[CH:46][C:39]([CH3:38])=[CH:40][CH:41]=4)=[O:4])=[CH:6][CH:7]=[C:8]3[CH2:9]2)=[O:20])[CH:26]=[CH:25][C:24]=1[C:27]1[CH:32]=[CH:31][CH:30]=[CH:29][C:28]=1[CH3:33]. Given the reactants ClC(Cl)(Cl)[C:3]([C:5]1[N:14]2[C:8]([CH2:9][N:10]([C:19]([C:21]3[CH:26]=[CH:25][C:24]([C:27]4[CH:32]=[CH:31][CH:30]=[CH:29][C:28]=4[CH3:33])=[C:23]([O:34][CH3:35])[CH:22]=3)=[O:20])[C:11]3[CH:18]=[CH:17][CH:16]=[CH:15][C:12]=3[CH2:13]2)=[CH:7][CH:6]=1)=[O:4].[CH3:38][C:39]1[CH:46]=[CH:45][C:42]([CH2:43][NH2:44])=[CH:41][CH:40]=1, predict the reaction product. (3) Given the reactants [CH:1]1([N:5]2[CH2:11][CH2:10][C:9]3[CH:12]=[CH:13][C:14]([C:16]4[N:21]=[CH:20][C:19]([C:22]([OH:24])=O)=[CH:18][CH:17]=4)=[CH:15][C:8]=3[CH2:7][CH2:6]2)[CH2:4][CH2:3][CH2:2]1.CN.[CH3:27][N:28](C(ON1N=NC2C=CC=NC1=2)=[N+](C)C)C.F[P-](F)(F)(F)(F)F.C(N(CC)CC)C, predict the reaction product. The product is: [CH:1]1([N:5]2[CH2:11][CH2:10][C:9]3[CH:12]=[CH:13][C:14]([C:16]4[N:21]=[CH:20][C:19]([C:22]([NH:28][CH3:27])=[O:24])=[CH:18][CH:17]=4)=[CH:15][C:8]=3[CH2:7][CH2:6]2)[CH2:2][CH2:3][CH2:4]1. (4) Given the reactants [Cl:1][C:2]1[CH:7]=[CH:6][C:5]([N:8]2[C:14](=[O:15])[CH2:13][C:12]3=[N:16][N:17]=[C:18]([CH3:19])[N:11]3[C:10]3[CH:20]=[CH:21][CH:22]=[CH:23][C:9]2=3)=[CH:4][CH:3]=1.[Li+].[CH3:25][Si]([N-][Si](C)(C)C)(C)C.CI.[NH4+].[Cl-], predict the reaction product. The product is: [Cl:1][C:2]1[CH:7]=[CH:6][C:5]([N:8]2[C:14](=[O:15])[CH:13]([CH3:25])[C:12]3=[N:16][N:17]=[C:18]([CH3:19])[N:11]3[C:10]3[CH:20]=[CH:21][CH:22]=[CH:23][C:9]2=3)=[CH:4][CH:3]=1. (5) Given the reactants [N:1]1([C:7]([O:9][C:10]([CH3:13])([CH3:12])[CH3:11])=[O:8])[CH2:6][CH2:5][NH:4][CH2:3][CH2:2]1.C(=O)([O-])[O-].[K+].[K+].Br[CH2:21][C:22]#[N:23], predict the reaction product. The product is: [C:22]([CH2:21][N:4]1[CH2:5][CH2:6][N:1]([C:7]([O:9][C:10]([CH3:13])([CH3:12])[CH3:11])=[O:8])[CH2:2][CH2:3]1)#[N:23]. (6) Given the reactants [Cl:1][C:2]1[C:3]([C:29](=[O:39])[N:30]([CH2:35][CH2:36][CH2:37][CH3:38])[CH2:31][CH2:32][CH2:33][CH3:34])=[N:4][N:5]([C:8]2[CH:16]=[CH:15][C:11]([C:12](O)=[O:13])=[CH:10][C:9]=2[C:17]([N:19]2[CH2:28][CH2:27][C:26]3[C:21](=[CH:22][CH:23]=[CH:24][CH:25]=3)[CH2:20]2)=[O:18])[C:6]=1[CH3:7].CN(C(ON1N=NC2C=CC=NC1=2)=[N+](C)C)C.F[P-](F)(F)(F)(F)F.[C:64]([N:67]1[C:75]2[C:70](=[CH:71][C:72]([S:76]([NH2:79])(=[O:78])=[O:77])=[CH:73][CH:74]=2)[CH2:69][CH2:68]1)(=[O:66])[CH3:65].C(N(C(C)C)C(C)C)C, predict the reaction product. The product is: [C:64]([N:67]1[C:75]2[C:70](=[CH:71][C:72]([S:76]([NH:79][C:12]([C:11]3[CH:15]=[CH:16][C:8]([N:5]4[C:6]([CH3:7])=[C:2]([Cl:1])[C:3]([C:29]([N:30]([CH2:35][CH2:36][CH2:37][CH3:38])[CH2:31][CH2:32][CH2:33][CH3:34])=[O:39])=[N:4]4)=[C:9]([C:17]([N:19]4[CH2:28][CH2:27][C:26]5[C:21](=[CH:22][CH:23]=[CH:24][CH:25]=5)[CH2:20]4)=[O:18])[CH:10]=3)=[O:13])(=[O:77])=[O:78])=[CH:73][CH:74]=2)[CH2:69][CH2:68]1)(=[O:66])[CH3:65]. (7) Given the reactants [C:1]([O:5][C:6]([N:8]1[CH2:13][CH2:12][C:11](C(=O)N)([C:14]2[CH:19]=[CH:18][CH:17]=[CH:16][CH:15]=2)[CH2:10][CH2:9]1)=[O:7])([CH3:4])([CH3:3])[CH3:2].C(#[N:25])C.O, predict the reaction product. The product is: [NH2:25][C:11]1([C:14]2[CH:19]=[CH:18][CH:17]=[CH:16][CH:15]=2)[CH2:12][CH2:13][N:8]([C:6]([O:5][C:1]([CH3:4])([CH3:3])[CH3:2])=[O:7])[CH2:9][CH2:10]1. (8) Given the reactants Br[C:2]1[C:3]([N:22]2[CH2:26][C@@H:25]([OH:27])[C@@H:24]([OH:28])[CH2:23]2)=[N:4][CH:5]=[C:6]([CH:21]=1)[C:7]([NH:9][C:10]1[CH:15]=[CH:14][C:13]([O:16][C:17]([F:20])([F:19])[F:18])=[CH:12][CH:11]=1)=[O:8].[N:29]1[CH:34]=[C:33](B(O)O)[CH:32]=[N:31][CH:30]=1.C([O-])([O-])=O.[Na+].[Na+].COCCOC, predict the reaction product. The product is: [OH:28][C@@H:24]1[C@H:25]([OH:27])[CH2:26][N:22]([C:3]2[C:2]([C:33]3[CH:34]=[N:29][CH:30]=[N:31][CH:32]=3)=[CH:21][C:6]([C:7]([NH:9][C:10]3[CH:15]=[CH:14][C:13]([O:16][C:17]([F:20])([F:19])[F:18])=[CH:12][CH:11]=3)=[O:8])=[CH:5][N:4]=2)[CH2:23]1. (9) Given the reactants [NH2:1][C@H:2]([CH2:19][C:20]1[CH:21]=[N:22][CH:23]=[CH:24][CH:25]=1)[C:3]([N:5]1[CH2:10][CH2:9][N:8]([C:11]2[CH:16]=[CH:15][CH:14]=[CH:13][C:12]=2[O:17][CH3:18])[CH2:7][CH2:6]1)=O.B.C1COCC1.Cl, predict the reaction product. The product is: [CH3:18][O:17][C:12]1[CH:13]=[CH:14][CH:15]=[CH:16][C:11]=1[N:8]1[CH2:9][CH2:10][N:5]([CH2:3][C@H:2]([NH2:1])[CH2:19][C:20]2[CH:21]=[N:22][CH:23]=[CH:24][CH:25]=2)[CH2:6][CH2:7]1. (10) The product is: [CH3:1][O:2][C:3]([C:5]1[N:6]=[C:7]([NH:11][CH2:20][C:17]2[CH:16]=[CH:15][C:14]([C:13]([F:12])([F:22])[F:23])=[CH:19][CH:18]=2)[S:8][C:9]=1[CH3:10])=[O:4]. Given the reactants [CH3:1][O:2][C:3]([C:5]1[N:6]=[C:7]([NH2:11])[S:8][C:9]=1[CH3:10])=[O:4].[F:12][C:13]([F:23])([F:22])[C:14]1[CH:19]=[CH:18][C:17]([CH:20]=O)=[CH:16][CH:15]=1.CC(O)=O.C(O[BH-](OC(=O)C)OC(=O)C)(=O)C.[Na+], predict the reaction product.